This data is from Retrosynthesis with 50K atom-mapped reactions and 10 reaction types from USPTO. The task is: Predict the reactants needed to synthesize the given product. (1) Given the product COc1cc(C)c2[nH]c(=O)c3sccc3c2c1-c1ccc(C2(CNC(=O)OC(C)(C)C)CCC2)cc1, predict the reactants needed to synthesize it. The reactants are: CC(C)(C)OC(=O)NCC1(c2ccc(B3OC(C)(C)C(C)(C)O3)cc2)CCC1.COc1cc(C)c2[nH]c(=O)c3sccc3c2c1Br. (2) Given the product CC(C)(C)OC(=O)N[C@H]1CC[C@H](NC(=O)c2c[nH]c3c(-c4cc(F)ccc4OCC4CC4)ncnc23)CC1, predict the reactants needed to synthesize it. The reactants are: CC(C)(C)OC(=O)N[C@H]1CC[C@H](N)CC1.O=C(O)c1c[nH]c2c(-c3cc(F)ccc3OCC3CC3)ncnc12. (3) Given the product CCOC(=O)CCc1cc(OC)ncc1C(=O)OC, predict the reactants needed to synthesize it. The reactants are: CCOC(=O)/C=C/c1cc(OC)ncc1C(=O)OC. (4) Given the product COCc1nc2c(NCc3c(C)cccc3C)cccn2c1C, predict the reactants needed to synthesize it. The reactants are: CO.Cc1cccc(C)c1CNc1cccn2c(C)c(CCl)nc12. (5) Given the product CC(C)(C)OC(=O)Nc1cc(OCC(F)(F)F)c(I)cc1[N+](=O)[O-], predict the reactants needed to synthesize it. The reactants are: CC(C)(C)OC(=O)OC(=O)OC(C)(C)C.Nc1cc(OCC(F)(F)F)c(I)cc1[N+](=O)[O-]. (6) Given the product COC(=O)c1cccc2c1NCC2, predict the reactants needed to synthesize it. The reactants are: COC(=O)c1cccc2cc[nH]c12.